The task is: Regression/Classification. Given a drug SMILES string, predict its absorption, distribution, metabolism, or excretion properties. Task type varies by dataset: regression for continuous measurements (e.g., permeability, clearance, half-life) or binary classification for categorical outcomes (e.g., BBB penetration, CYP inhibition). Dataset: cyp2d6_veith.. This data is from CYP2D6 inhibition data for predicting drug metabolism from PubChem BioAssay. (1) The molecule is O=C1c2ccccc2C(=O)N1C[C@]1(C(=O)O)NCCS1(=O)=O. The result is 0 (non-inhibitor). (2) The compound is COc1ccc(C(=O)N2CCC3(CCCN(c4ccccc4)C3)CC2)cc1. The result is 0 (non-inhibitor). (3) The molecule is CN(C)c1ncc2nc(-c3cc(F)cc(F)c3)c(=O)n(Cc3ccc(F)cc3)c2n1. The result is 0 (non-inhibitor). (4) The molecule is C[C@@H](C(=O)Nc1ccc2ccccc2c1)[C@H]1C[C@]1(C)[C@H](NS(=O)(=O)c1ccccc1)c1ccccc1. The result is 1 (inhibitor). (5) The molecule is C/C(=C(/CCOP(=O)(O)O)SC(=O)c1ccccc1)N(C=O)Cc1cnc(C)nc1N. The result is 0 (non-inhibitor). (6) The molecule is Nc1ccc2oc(CCc3ccccc3)nc2c1. The result is 1 (inhibitor). (7) The drug is Cn1c(=O)c2[nH]c(CCNC(=O)c3ccccc3)nc2n(C)c1=O. The result is 0 (non-inhibitor). (8) The drug is Cc1ccc(NC(=O)CN2C(=O)N/C(=C/c3ccc(C)o3)C2=O)cc1. The result is 0 (non-inhibitor). (9) The compound is Clc1ccc(Cl)c(OCc2cc(-c3ccccc3Cl)on2)c1. The result is 0 (non-inhibitor).